This data is from Full USPTO retrosynthesis dataset with 1.9M reactions from patents (1976-2016). The task is: Predict the reactants needed to synthesize the given product. (1) Given the product [F:35][C:36]1([F:40])[CH2:39][N:38]([S:13]([NH:12][C:10](=[O:11])[O:9][CH2:2][C:3]2[CH:4]=[CH:5][CH:6]=[CH:7][CH:8]=2)(=[O:14])=[O:15])[CH2:37]1, predict the reactants needed to synthesize it. The reactants are: [Cl-].[CH2:2]([O:9][C:10]([NH:12][S:13](N1C=CC(=[N+](C)C)C=C1)(=[O:15])=[O:14])=[O:11])[C:3]1[CH:8]=[CH:7][CH:6]=[CH:5][CH:4]=1.C(N(CC)C(C)C)(C)C.Cl.[F:35][C:36]1([F:40])[CH2:39][NH:38][CH2:37]1. (2) Given the product [Br:3][C:4]1[CH:5]=[C:6]2[C:10](=[CH:11][CH:12]=1)[N:9]([CH2:13][C:14]1[CH:21]=[CH:20][C:17]([CH3:18])=[CH:16][CH:15]=1)[CH:8]=[CH:7]2, predict the reactants needed to synthesize it. The reactants are: [H-].[Na+].[Br:3][C:4]1[CH:5]=[C:6]2[C:10](=[CH:11][CH:12]=1)[NH:9][CH:8]=[CH:7]2.[CH3:13][C:14]1[CH:21]=[CH:20][C:17]([CH2:18]Br)=[CH:16][CH:15]=1.